Dataset: Full USPTO retrosynthesis dataset with 1.9M reactions from patents (1976-2016). Task: Predict the reactants needed to synthesize the given product. Given the product [CH2:13]([C:15]1[N:16]=[C:17]([CH2:48][CH2:49][CH3:50])[N:18]([CH2:33][C:34]2[CH:35]=[CH:36][C:37]([C:40]3[CH:45]=[CH:44][CH:43]=[CH:42][C:41]=3[C:46]3[NH:3][C:4](=[O:7])[O:5][N:47]=3)=[CH:38][CH:39]=2)[C:19](=[O:32])[C:20]=1[C:21]1[CH:26]=[CH:25][C:24]([O:27][CH:28]([CH3:29])[CH3:30])=[C:23]([F:31])[CH:22]=1)[CH3:14], predict the reactants needed to synthesize it. The reactants are: [Cl-].O[NH3+:3].[C:4](=[O:7])([O-])[OH:5].[Na+].CS(C)=O.[CH2:13]([C:15]1[N:16]=[C:17]([CH2:48][CH2:49][CH3:50])[N:18]([CH2:33][C:34]2[CH:39]=[CH:38][C:37]([C:40]3[C:41]([C:46]#[N:47])=[CH:42][CH:43]=[CH:44][CH:45]=3)=[CH:36][CH:35]=2)[C:19](=[O:32])[C:20]=1[C:21]1[CH:26]=[CH:25][C:24]([O:27][CH:28]([CH3:30])[CH3:29])=[C:23]([F:31])[CH:22]=1)[CH3:14].